This data is from NCI-60 drug combinations with 297,098 pairs across 59 cell lines. The task is: Regression. Given two drug SMILES strings and cell line genomic features, predict the synergy score measuring deviation from expected non-interaction effect. (1) Drug 1: CC1OCC2C(O1)C(C(C(O2)OC3C4COC(=O)C4C(C5=CC6=C(C=C35)OCO6)C7=CC(=C(C(=C7)OC)O)OC)O)O. Drug 2: CC(C1=C(C=CC(=C1Cl)F)Cl)OC2=C(N=CC(=C2)C3=CN(N=C3)C4CCNCC4)N. Cell line: COLO 205. Synergy scores: CSS=48.4, Synergy_ZIP=-4.38, Synergy_Bliss=-7.69, Synergy_Loewe=-11.0, Synergy_HSA=-8.17. (2) Drug 1: C1=NC2=C(N1)C(=S)N=C(N2)N. Drug 2: CC1=C2C(C(=O)C3(C(CC4C(C3C(C(C2(C)C)(CC1OC(=O)C(C(C5=CC=CC=C5)NC(=O)C6=CC=CC=C6)O)O)OC(=O)C7=CC=CC=C7)(CO4)OC(=O)C)O)C)OC(=O)C. Cell line: BT-549. Synergy scores: CSS=26.7, Synergy_ZIP=-9.17, Synergy_Bliss=-9.32, Synergy_Loewe=-19.4, Synergy_HSA=-6.39. (3) Drug 1: CC=C1C(=O)NC(C(=O)OC2CC(=O)NC(C(=O)NC(CSSCCC=C2)C(=O)N1)C(C)C)C(C)C. Drug 2: CC1C(C(CC(O1)OC2CC(OC(C2O)C)OC3=CC4=CC5=C(C(=O)C(C(C5)C(C(=O)C(C(C)O)O)OC)OC6CC(C(C(O6)C)O)OC7CC(C(C(O7)C)O)OC8CC(C(C(O8)C)O)(C)O)C(=C4C(=C3C)O)O)O)O. Cell line: M14. Synergy scores: CSS=54.1, Synergy_ZIP=1.79, Synergy_Bliss=2.45, Synergy_Loewe=-22.4, Synergy_HSA=-0.111. (4) Drug 1: CC1=C(C=C(C=C1)C(=O)NC2=CC(=CC(=C2)C(F)(F)F)N3C=C(N=C3)C)NC4=NC=CC(=N4)C5=CN=CC=C5. Drug 2: COC1=NC(=NC2=C1N=CN2C3C(C(C(O3)CO)O)O)N. Cell line: SN12C. Synergy scores: CSS=-3.99, Synergy_ZIP=-0.138, Synergy_Bliss=-3.29, Synergy_Loewe=-10.2, Synergy_HSA=-9.91. (5) Drug 1: CC1=C(N=C(N=C1N)C(CC(=O)N)NCC(C(=O)N)N)C(=O)NC(C(C2=CN=CN2)OC3C(C(C(C(O3)CO)O)O)OC4C(C(C(C(O4)CO)O)OC(=O)N)O)C(=O)NC(C)C(C(C)C(=O)NC(C(C)O)C(=O)NCCC5=NC(=CS5)C6=NC(=CS6)C(=O)NCCC[S+](C)C)O. Drug 2: C1=CC=C(C(=C1)C(C2=CC=C(C=C2)Cl)C(Cl)Cl)Cl. Cell line: IGROV1. Synergy scores: CSS=4.16, Synergy_ZIP=4.10, Synergy_Bliss=20.0, Synergy_Loewe=-9.12, Synergy_HSA=2.90. (6) Drug 1: C1=NC2=C(N=C(N=C2N1C3C(C(C(O3)CO)O)O)F)N. Drug 2: CN(C(=O)NC(C=O)C(C(C(CO)O)O)O)N=O. Cell line: SR. Synergy scores: CSS=5.61, Synergy_ZIP=-2.97, Synergy_Bliss=-5.05, Synergy_Loewe=-12.3, Synergy_HSA=-11.7. (7) Drug 1: C1=NC2=C(N1)C(=S)N=CN2. Drug 2: C(CC(=O)O)C(=O)CN.Cl. Cell line: UACC62. Synergy scores: CSS=20.1, Synergy_ZIP=3.23, Synergy_Bliss=3.97, Synergy_Loewe=-39.1, Synergy_HSA=1.38. (8) Drug 1: C1CNP(=O)(OC1)N(CCCl)CCCl. Drug 2: N.N.Cl[Pt+2]Cl. Cell line: HOP-62. Synergy scores: CSS=27.1, Synergy_ZIP=3.13, Synergy_Bliss=2.99, Synergy_Loewe=-36.1, Synergy_HSA=-1.48. (9) Drug 1: CC1C(C(=O)NC(C(=O)N2CCCC2C(=O)N(CC(=O)N(C(C(=O)O1)C(C)C)C)C)C(C)C)NC(=O)C3=C4C(=C(C=C3)C)OC5=C(C(=O)C(=C(C5=N4)C(=O)NC6C(OC(=O)C(N(C(=O)CN(C(=O)C7CCCN7C(=O)C(NC6=O)C(C)C)C)C)C(C)C)C)N)C. Drug 2: CCCCC(=O)OCC(=O)C1(CC(C2=C(C1)C(=C3C(=C2O)C(=O)C4=C(C3=O)C=CC=C4OC)O)OC5CC(C(C(O5)C)O)NC(=O)C(F)(F)F)O. Cell line: A549. Synergy scores: CSS=62.3, Synergy_ZIP=7.31, Synergy_Bliss=7.46, Synergy_Loewe=3.83, Synergy_HSA=4.38. (10) Drug 1: C1CCN(CC1)CCOC2=CC=C(C=C2)C(=O)C3=C(SC4=C3C=CC(=C4)O)C5=CC=C(C=C5)O. Drug 2: C1CN1P(=S)(N2CC2)N3CC3. Cell line: CCRF-CEM. Synergy scores: CSS=29.7, Synergy_ZIP=4.75, Synergy_Bliss=8.99, Synergy_Loewe=-1.55, Synergy_HSA=6.43.